This data is from Catalyst prediction with 721,799 reactions and 888 catalyst types from USPTO. The task is: Predict which catalyst facilitates the given reaction. (1) Reactant: [F:1][C:2]1[CH:3]=[C:4]([C:8]2[C:17](=O)[C:16]3[C:11](=[CH:12][C:13]([OH:19])=[CH:14][CH:15]=3)[O:10][CH:9]=2)[CH:5]=[CH:6][CH:7]=1. Product: [F:1][C:2]1[CH:3]=[C:4]([CH:8]2[CH2:17][C:16]3[C:11](=[CH:12][C:13]([OH:19])=[CH:14][CH:15]=3)[O:10][CH2:9]2)[CH:5]=[CH:6][CH:7]=1. The catalyst class is: 29. (2) Reactant: [Br:1][C:2]1[CH:3]=[C:4]([C@@:9]([NH:15][C:16]([NH:18][C:19](=[O:26])[C:20]2[CH:25]=[CH:24][CH:23]=[CH:22][CH:21]=2)=[S:17])([CH2:11][C:12]([CH3:14])=[CH2:13])[CH3:10])[CH:5]=[CH:6][C:7]=1[F:8].[I:27]I. Product: [Br:1][C:2]1[CH:3]=[C:4]([C@:9]2([CH3:10])[CH2:11][C:12]([CH2:14][I:27])([CH3:13])[S:17][C:16]([NH:18][C:19](=[O:26])[C:20]3[CH:21]=[CH:22][CH:23]=[CH:24][CH:25]=3)=[N:15]2)[CH:5]=[CH:6][C:7]=1[F:8]. The catalyst class is: 4.